This data is from Full USPTO retrosynthesis dataset with 1.9M reactions from patents (1976-2016). The task is: Predict the reactants needed to synthesize the given product. (1) Given the product [C:25]([NH:1][C:2]1[CH:24]=[CH:23][CH:22]=[CH:21][C:3]=1[NH:4][C:5]1[CH:6]=[CH:7][C:8]2[C:14](=[O:15])[C:13]3[CH:16]=[CH:17][CH:18]=[CH:19][C:12]=3[CH2:11][O:10][C:9]=2[CH:20]=1)(=[O:27])[CH3:26], predict the reactants needed to synthesize it. The reactants are: [NH2:1][C:2]1[CH:24]=[CH:23][CH:22]=[CH:21][C:3]=1[NH:4][C:5]1[CH:6]=[CH:7][C:8]2[C:14](=[O:15])[C:13]3[CH:16]=[CH:17][CH:18]=[CH:19][C:12]=3[CH2:11][O:10][C:9]=2[CH:20]=1.[C:25](OC(=O)C)(=[O:27])[CH3:26]. (2) Given the product [F:1][C:2]1[C:10]([C:11]2[CH:12]=[CH:13][C:14]([O:17][CH2:18][CH2:19][CH2:20][OH:21])=[CH:15][CH:16]=2)=[C:9]([F:22])[CH:8]=[C:7]2[C:3]=1[C:4]([C:23]([OH:31])=[O:24])=[CH:5][NH:6]2, predict the reactants needed to synthesize it. The reactants are: [F:1][C:2]1[C:10]([C:11]2[CH:16]=[CH:15][C:14]([O:17][CH2:18][CH2:19][CH2:20][OH:21])=[CH:13][CH:12]=2)=[C:9]([F:22])[CH:8]=[C:7]2[C:3]=1[C:4]([CH:23]=[O:24])=[CH:5][NH:6]2.CC(=CC)C.Cl([O-])=[O:31].[Na+].P([O-])(O)(O)=O.[Na+]. (3) Given the product [F:34][C:35]([F:46])([F:45])[C:36]([N:2]1[CH2:7][CH2:6][CH:5]([NH:8][C:9]([C:11]2[C:15]([NH:16][C:17](=[O:26])[C:18]3[C:23]([Cl:24])=[CH:22][CH:21]=[CH:20][C:19]=3[Cl:25])=[CH:14][NH:13][N:12]=2)=[O:10])[CH2:4][CH2:3]1)=[O:37], predict the reactants needed to synthesize it. The reactants are: Cl.[NH:2]1[CH2:7][CH2:6][CH:5]([NH:8][C:9]([C:11]2[C:15]([NH:16][C:17](=[O:26])[C:18]3[C:23]([Cl:24])=[CH:22][CH:21]=[CH:20][C:19]=3[Cl:25])=[CH:14][NH:13][N:12]=2)=[O:10])[CH2:4][CH2:3]1.C(N(CC)CC)C.[F:34][C:35]([F:46])([F:45])[C:36](O[C:36](=[O:37])[C:35]([F:46])([F:45])[F:34])=[O:37]. (4) Given the product [CH3:15][N:16]1[CH2:21][CH2:20][N:19]([C:2]2[CH:7]=[C:6]([NH2:8])[CH:5]=[C:4]([N:9]3[CH2:14][CH2:13][O:12][CH2:11][CH2:10]3)[N:3]=2)[CH2:18][CH2:17]1, predict the reactants needed to synthesize it. The reactants are: Cl[C:2]1[CH:7]=[C:6]([NH2:8])[CH:5]=[C:4]([N:9]2[CH2:14][CH2:13][O:12][CH2:11][CH2:10]2)[N:3]=1.[CH3:15][N:16]1[CH2:21][CH2:20][NH:19][CH2:18][CH2:17]1. (5) Given the product [N+:7]([C:10]1[CH:24]=[CH:23][C:13]([C:14]([O:16][CH2:17][CH2:18][CH2:19][CH2:3][C@@H:2]([OH:6])[CH2:4][OH:26])=[O:15])=[CH:12][CH:11]=1)([O-:9])=[O:8], predict the reactants needed to synthesize it. The reactants are: O.[C:2]([OH:6])(C)([CH3:4])[CH3:3].[N+:7]([C:10]1[CH:24]=[CH:23][C:13]([C:14]([O:16][CH2:17][CH2:18][CH2:19]CC=C)=[O:15])=[CH:12][CH:11]=1)([O-:9])=[O:8].S(S([O-])=O)([O-])(=O)=[O:26].[Na+].[Na+]. (6) Given the product [CH3:27][N:26]1[C:25]2[CH:28]=[CH:29][CH:30]=[CH:31][C:24]=2[N:23]=[C:22]1[C:20]([C:17]1[CH:16]=[CH:15][C:14]([O:13][C:8]2[C:7]([CH:4]3[CH2:5][CH2:6][O:1][CH2:2][CH2:3]3)=[CH:12][CH:11]=[CH:10][N:9]=2)=[CH:19][CH:18]=1)=[O:21], predict the reactants needed to synthesize it. The reactants are: [O:1]1[CH2:6][CH:5]=[C:4]([C:7]2[C:8]([O:13][C:14]3[CH:19]=[CH:18][C:17]([C:20]([C:22]4[N:26]([CH3:27])[C:25]5[CH:28]=[CH:29][CH:30]=[CH:31][C:24]=5[N:23]=4)=[O:21])=[CH:16][CH:15]=3)=[N:9][CH:10]=[CH:11][CH:12]=2)[CH2:3][CH2:2]1.